This data is from NCI-60 drug combinations with 297,098 pairs across 59 cell lines. The task is: Regression. Given two drug SMILES strings and cell line genomic features, predict the synergy score measuring deviation from expected non-interaction effect. (1) Drug 1: CN1C(=O)N2C=NC(=C2N=N1)C(=O)N. Drug 2: CC1CCC2CC(C(=CC=CC=CC(CC(C(=O)C(C(C(=CC(C(=O)CC(OC(=O)C3CCCCN3C(=O)C(=O)C1(O2)O)C(C)CC4CCC(C(C4)OC)O)C)C)O)OC)C)C)C)OC. Cell line: OVCAR3. Synergy scores: CSS=-1.15, Synergy_ZIP=1.07, Synergy_Bliss=5.25, Synergy_Loewe=-1.23, Synergy_HSA=-0.124. (2) Drug 2: B(C(CC(C)C)NC(=O)C(CC1=CC=CC=C1)NC(=O)C2=NC=CN=C2)(O)O. Cell line: KM12. Drug 1: C1=CC(=CC=C1C#N)C(C2=CC=C(C=C2)C#N)N3C=NC=N3. Synergy scores: CSS=70.0, Synergy_ZIP=-1.84, Synergy_Bliss=-2.26, Synergy_Loewe=-0.244, Synergy_HSA=0.139.